The task is: Predict which catalyst facilitates the given reaction.. This data is from Catalyst prediction with 721,799 reactions and 888 catalyst types from USPTO. (1) Reactant: C(OC([N:8]1[CH2:12][CH2:11][CH:10]([C:13]2[CH:18]=[CH:17][C:16]([NH:19][C:20](=[O:28])[C:21]3[CH:26]=[CH:25][C:24]([Cl:27])=[CH:23][CH:22]=3)=[CH:15][CH:14]=2)[CH2:9]1)=O)(C)(C)C.Cl. Product: [ClH:27].[Cl:27][C:24]1[CH:23]=[CH:22][C:21]([C:20]([NH:19][C:16]2[CH:17]=[CH:18][C:13]([CH:10]3[CH2:11][CH2:12][NH:8][CH2:9]3)=[CH:14][CH:15]=2)=[O:28])=[CH:26][CH:25]=1. The catalyst class is: 523. (2) Reactant: [CH3:1][C:2]1([CH3:19])[CH2:7][O:6][C:5](=[S:8])[N:4]([CH2:9][C:10]2[CH:15]=[CH:14][CH:13]=[CH:12][C:11]=2[N+:16]([O-])=O)[CH2:3]1.[Cl-].[NH4+].O. Product: [NH2:16][C:11]1[CH:12]=[CH:13][CH:14]=[CH:15][C:10]=1[CH2:9][N:4]1[CH2:3][C:2]([CH3:19])([CH3:1])[CH2:7][O:6][C:5]1=[S:8]. The catalyst class is: 186. (3) Reactant: [C:1]1([CH2:7][NH:8][C@H:9]([CH3:12])[CH2:10][OH:11])[CH:6]=[CH:5][CH:4]=[CH:3][CH:2]=1.C([O-])([O-])=O.[K+].[K+].Cl[CH2:20][C:21](Cl)=[O:22].[OH-].[Na+]. Product: [CH3:12][C@H:9]1[N:8]([CH2:7][C:1]2[CH:6]=[CH:5][CH:4]=[CH:3][CH:2]=2)[C:21](=[O:22])[CH2:20][O:11][CH2:10]1. The catalyst class is: 20. (4) Reactant: [F:1][C:2]1[CH:3]=[C:4]2[C:8](=[CH:9][CH:10]=1)[NH:7][C:6]([CH3:11])=[C:5]2[I:12].Br[CH2:14][C:15]([O:17][CH3:18])=[O:16].C(=O)([O-])[O-].[K+].[K+].O. Product: [F:1][C:2]1[CH:3]=[C:4]2[C:8](=[CH:9][CH:10]=1)[N:7]([CH2:14][C:15]([O:17][CH3:18])=[O:16])[C:6]([CH3:11])=[C:5]2[I:12]. The catalyst class is: 3.